From a dataset of B-cell epitopes from PDB crystal structures with 447 antigens. Token-level Classification. Given an antigen amino acid sequence, predict which amino acid positions are active epitope sites capable of antibody binding. Output is a list of indices for active positions. (1) The epitope positions are: [188, 189, 190, 191, 193, 206, 207, 209, 210, 212, 213, 214, 217, 218, 221, 226, 227, 228, 229]. The amino acids at these positions are: VAPAQPRDLRATEARKPFD. Given the antigen sequence: GVRRTYTTAAVWPAEVAVLADAEARCPAAVFNVTLGEAFLGLRVALRSFLPLEVIISAERMRMIAPPGRFHVYTLGFLSDGAMHQTMRDVAAYVHESDDYLAQLSAAHAAALAAVVQPGPYYFYRAAVRLGVAAFVFSEAARRDRRASAPALLRVESDARLLSRLLMRAAGCPAGFAGLFDGRAERVPVAPADQLRAAWTFGEDPAPRLDLARATVAEAYRRSVRGKPFDQQALFFAVALLLRAGGPGDARETLLRTTAMCTAERAAAAAELTRAALSPTAAWNEPFSLLDVLSPCAVSLRRDLATLANLGAAARLALAPAGEEEDPVARAAPEIPAEALLALPLRGGASFVFTRRRPDCGPAYTLGGVDIANPLVLAIVSNCDYTDRMPESQHLPATDNPSVCVYCDCVFVRYSSAGTILETVLIESKDMEEQLMAGPSFNPTLHGGDVKALMLFPNGTVVDL, which amino acid positions are active epitope sites? (2) Given the antigen sequence: IRDFNNLTKGLCTINSWHIYGKDNAVRIGEDSDVLVTREPYVSCDPDECRFYALSQGTTIRGKHSNGTIHDRSQYRALISWPLSSPPTVYNSRVECIGWSSTSCHDGKTRMSICISGPNNNASAVIWYNRRPVTEINTWARNILRTQESECVCHNGVCPVVFTDGSATGPAETRIYYFKEGKILKWEPLAGTAKHIEECSCYGERAEITCTCRDNWQGSNRPVIRIDPVAMTHTSQYICSPVLTDNPRPNDPTVGKCNDPYPGNNNNGVKGFSYLDGVNTWLGRTISRASRSGYEMLKVPNALTDDKSKPTQGQTIVLNTDWSGYSGSFMDYWAEGECYRACFYVELIRGRPKEDKVWWTSNSIVSMCSSTEFLGQWDWPDGAKIEYFL, which amino acid positions are active epitope sites? The epitope positions are: [246, 247, 248, 249, 262, 263, 264, 266, 285, 286, 287, 288, 289, 291, 317, 318, 319, 320, 321, 351... (21 total positions)]. The amino acids at these positions are: PRPNGNNNISRASSLNTDWPK. (3) Given the antigen sequence: SQPDPKPDELHKSSKFTGLMENMKVLYDDNHVSAINVKSIDQFLYFDLIYSIKDTKLGNYDNVRVEFKNKDLADKYKDKYVDVFGANYYYQCYFSKRKTCMYGGVTEHNGNQLDKYRSITVRVFEDGKNLLSFDVQTNKKKVTAQELDYLTRHYLVKNKKLYEFNNSPYETGYIKFIENENSFWYDMMPAPGDKFDQSKYLMMYNDNKMVDSKDVKIEVYLTTK, which amino acid positions are active epitope sites? The epitope positions are: [0, 4, 5, 7, 16, 17, 18, 20, 21, 24, 27, 28, 29, 56, 57, 58, 86, 88, 96, 122... (35 total positions)]. The amino acids at these positions are: SPKDTGLENVDDNLGNNYRVEGKNLFFNIF.... (4) Given the antigen sequence: SRPFSVLRANDVLWLSLTAAEYDQTTYGSSTNPMYVSDTVTFVNVATGAQGVSRSLDWSKVTLDGRPLTTIQQYSKTFFVLPLRGKLSFWEAGTTKAGYPYNYNTTASDQILIENAPGHRVCISTYTTNLGSGPVSISAVGVLAPHS, which amino acid positions are active epitope sites? The epitope positions are: [83, 104, 105, 106, 144]. The amino acids at these positions are: RTTAP. (5) Given the antigen sequence: YNPKLYFLSTFVVTYILWFTGAYLSFSSTYSGIYMLIMLPGLMAPFIISTILIAKSLKKDFINRLFNLKLINLKTIPVVFLLMPAVILLSILLSIPFGGSISQFQFSGSTDFVPVLFLLLLAATFEELGWRGYAFDSLQSRYSLFKASILFGIFWSLWHFPLIFVNNSYQYEIFNQSIWYGLNFFLSILPMGIIITWMCLKNRKSIILAIIFHFLINLNQELLAITQDTKIIETGVLFLVAAAIILYDKKMFFE, which amino acid positions are active epitope sites? The epitope positions are: [23, 24, 29, 30, 32, 33, 95, 96, 105, 106, 107, 114, 117, 118, 164, 165, 166, 167, 168, 170... (36 total positions)]. The amino acids at these positions are: LSYSIYPFFSGVLLVNNSYYEIFNQSWYQE.... (6) Given the antigen sequence: IIGGSSSLPGSHPWLAAIYIGDSFCAGSLVHTCWVVSAAHCFSHSPPRDSVSVVLGQHFFNRTTDVTQTFGIEKYIPYTLYSVFNPSDHDLVLIRLKKKGDRCATRSQFVQPICLPEPGSTFPAGHKCQIAGWGHLDVSGYSSSLREALVPLVADHKCSSPEVYGADISPNMLCAGYFDCKSDACQGDSGGPLACEKNGVAYLYGIISWGCLHKPGVYTRVANYVDWINDRIR, which amino acid positions are active epitope sites? The epitope positions are: [41, 42, 44, 47, 73, 74, 75, 76, 77, 78, 79, 80, 81, 82, 83, 88, 169, 170, 222, 229... (22 total positions)]. The amino acids at these positions are: FSSRKYIPYTLYSVFHPNNDRR.